The task is: Predict the reactants needed to synthesize the given product.. This data is from Full USPTO retrosynthesis dataset with 1.9M reactions from patents (1976-2016). (1) Given the product [I:19][C:2]1[CH:3]=[CH:4][CH:5]=[CH:6][C:1]=1[C:7]1([C:10]([OH:12])=[O:11])[CH2:9][CH2:8]1, predict the reactants needed to synthesize it. The reactants are: [C:1]1([C:7]2([C:10]([OH:12])=[O:11])[CH2:9][CH2:8]2)[CH:6]=[CH:5][CH:4]=[CH:3][CH:2]=1.II.C(O[I:19](C1C=CC=CC=1)OC(=O)C)(=O)C.[Al]. (2) Given the product [OH:18][CH2:17][CH2:16][CH2:15][CH2:14][CH2:13][CH2:12][CH:7]([C:5]([O:4][CH3:3])=[O:6])[C:8]([O:10][CH3:11])=[O:9], predict the reactants needed to synthesize it. The reactants are: II.[CH3:3][O:4][C:5]([CH:7]([CH2:12][CH2:13][CH2:14][CH2:15][CH2:16][CH2:17][O:18]C(C1C=CC=CC=1)(C1C=CC=CC=1)C1C=CC=CC=1)[C:8]([O:10][CH3:11])=[O:9])=[O:6]. (3) Given the product [C:1]([C@H:5]1[C:23](=[O:24])[N:22]2[CH2:25][C@@H:19]([CH2:20][C@H:21]2[C:26]([OH:28])=[O:27])[O:18][C:17]2[N:30]=[CH:31][CH:32]=[CH:33][C:16]=2[CH2:15][CH2:14][CH2:13][CH2:12][CH2:11][CH2:10][CH2:9][O:8][C:7](=[O:34])[NH:6]1)([CH3:4])([CH3:2])[CH3:3], predict the reactants needed to synthesize it. The reactants are: [C:1]([C@H:5]1[C:23](=[O:24])[N:22]2[CH2:25][C@@H:19]([CH2:20][C@H:21]2[C:26]([O:28]C)=[O:27])[O:18][C:17]2[N:30]=[CH:31][CH:32]=[CH:33][C:16]=2[CH2:15][CH2:14][CH2:13][CH2:12][CH2:11][CH2:10][CH2:9][O:8][C:7](=[O:34])[NH:6]1)([CH3:4])([CH3:3])[CH3:2].O.Cl.CCOCC. (4) Given the product [CH2:1]([O:8][C:9]([N:11]1[CH2:18][CH2:17][CH2:16][C@H:12]1[C:13](=[O:14])[NH2:20])=[O:10])[C:2]1[CH:7]=[CH:6][CH:5]=[CH:4][CH:3]=1, predict the reactants needed to synthesize it. The reactants are: [CH2:1]([O:8][C:9]([N:11]1[CH2:18][CH2:17][CH2:16][C@H:12]1[C:13](O)=[O:14])=[O:10])[C:2]1[CH:7]=[CH:6][CH:5]=[CH:4][CH:3]=1.C[N:20]1CCOCC1.ClC(OCC)=O.N. (5) Given the product [C:1]1([CH2:7][O:8][C:9]2[CH:10]=[C:11]3[C:15](=[CH:16][CH:17]=2)[N:14]([S:18]([C:21]2[CH:26]=[CH:25][CH:24]=[CH:23][CH:22]=2)(=[O:20])=[O:19])[C:13]([CH2:28][CH2:29][CH3:30])=[CH:12]3)[CH:2]=[CH:3][CH:4]=[CH:5][CH:6]=1, predict the reactants needed to synthesize it. The reactants are: [C:1]1([CH2:7][O:8][C:9]2[CH:10]=[C:11]3[C:15](=[CH:16][CH:17]=2)[N:14]([S:18]([C:21]2[CH:26]=[CH:25][CH:24]=[CH:23][CH:22]=2)(=[O:20])=[O:19])[CH:13]=[CH:12]3)[CH:6]=[CH:5][CH:4]=[CH:3][CH:2]=1.[Li][CH2:28][CH2:29][CH2:30]C.C(I)CC. (6) Given the product [CH2:1]([O:3][C:4]([C@H:6]1[CH2:11][CH2:10][CH2:9][N:8]([C:36](=[O:37])[C:35]2[CH:39]=[CH:40][CH:41]=[CH:42][C:34]=2[CH3:33])[C@H:7]1[C:12]1[CH:13]=[CH:14][C:15]([NH:18][C:19]([O:21][C:22]([CH3:24])([CH3:23])[CH3:25])=[O:20])=[CH:16][CH:17]=1)=[O:5])[CH3:2], predict the reactants needed to synthesize it. The reactants are: [CH2:1]([O:3][C:4]([C@H:6]1[CH2:11][CH2:10][CH2:9][NH:8][C@H:7]1[C:12]1[CH:17]=[CH:16][C:15]([NH:18][C:19]([O:21][C:22]([CH3:25])([CH3:24])[CH3:23])=[O:20])=[CH:14][CH:13]=1)=[O:5])[CH3:2].CCN(CC)CC.[CH3:33][C:34]1[CH:42]=[CH:41][CH:40]=[CH:39][C:35]=1[C:36](Cl)=[O:37]. (7) The reactants are: Br[C:2]1[CH:7]=[CH:6][C:5]([Cl:8])=[CH:4][CH:3]=1.C(O[Na])(C)(C)C.C1C=CC(P(C2C(C3C(P(C4C=CC=CC=4)C4C=CC=CC=4)=CC=C4C=3C=CC=C4)=C3C(C=CC=C3)=CC=2)C2C=CC=CC=2)=CC=1.[CH:61]1([NH2:64])[CH2:63][CH2:62]1. Given the product [Cl:8][C:5]1[CH:6]=[CH:7][C:2]([NH:64][CH:61]2[CH2:63][CH2:62]2)=[CH:3][CH:4]=1, predict the reactants needed to synthesize it.